From a dataset of Catalyst prediction with 721,799 reactions and 888 catalyst types from USPTO. Predict which catalyst facilitates the given reaction. (1) Reactant: [NH2:1][C:2]1[N:7]=[C:6]([NH2:8])[C:5]([C:9]2[CH:14]=[CH:13][C:12]([OH:15])=[CH:11][CH:10]=2)=[C:4]([CH2:16][O:17][CH2:18][C:19]2[CH:24]=[CH:23][CH:22]=[CH:21][CH:20]=2)[N:3]=1.[O-]CC.[K+].[Cl:29][C:30]1[CH:37]=[CH:36][C:33]([CH2:34]Br)=[CH:32][CH:31]=1.O. Product: [CH2:18]([O:17][CH2:16][C:4]1[N:3]=[C:2]([NH2:1])[N:7]=[C:6]([NH2:8])[C:5]=1[C:9]1[CH:10]=[CH:11][C:12]([O:15][CH2:34][C:33]2[CH:36]=[CH:37][C:30]([Cl:29])=[CH:31][CH:32]=2)=[CH:13][CH:14]=1)[C:19]1[CH:20]=[CH:21][CH:22]=[CH:23][CH:24]=1. The catalyst class is: 8. (2) Reactant: [Cl:1][C:2]1[CH:10]=[CH:9][CH:8]=[C:7]([CH3:11])[C:3]=1[C:4]([OH:6])=[O:5].[CH3:12]N(C=O)C.C(Cl)(=O)C(Cl)=O. Product: [CH3:12][O:5][C:4](=[O:6])[C:3]1[C:7]([CH3:11])=[CH:8][CH:9]=[CH:10][C:2]=1[Cl:1]. The catalyst class is: 4. (3) Reactant: F[C:2]1[N:7]2[CH:8]=[C:9]([CH2:11][N:12]3[C@H:25]4[C@H:16]([CH2:17][CH2:18][C:19]5[C:24]4=[N:23][CH:22]=[CH:21][CH:20]=5)[CH2:15][CH2:14][CH2:13]3)[N:10]=[C:6]2[CH:5]=[CH:4][CH:3]=1.[CH3:26][N:27]([CH3:37])[C:28](=[O:36])[CH2:29][N:30]1[CH2:35][CH2:34][NH:33][CH2:32][CH2:31]1.O. Product: [N:12]1([CH2:11][C:9]2[N:10]=[C:6]3[CH:5]=[CH:4][CH:3]=[C:2]([N:33]4[CH2:32][CH2:31][N:30]([CH2:29][C:28]([N:27]([CH3:37])[CH3:26])=[O:36])[CH2:35][CH2:34]4)[N:7]3[CH:8]=2)[C@H:25]2[C@H:16]([CH2:17][CH2:18][C:19]3[C:24]2=[N:23][CH:22]=[CH:21][CH:20]=3)[CH2:15][CH2:14][CH2:13]1. The catalyst class is: 60. (4) Reactant: Br[C:2]1[CH:7]=[CH:6][CH:5]=[CH:4][C:3]=1[CH:8]([CH3:10])[CH3:9].[Mg].[C:12]([O:16][CH2:17][CH3:18])(=[O:15])[CH:13]=[O:14]. Product: [CH2:17]([O:16][C:12](=[O:15])[CH:13]([C:2]1[CH:7]=[CH:6][CH:5]=[CH:4][C:3]=1[CH:8]([CH3:10])[CH3:9])[OH:14])[CH3:18]. The catalyst class is: 1. (5) Reactant: [CH3:1][O:2][C:3]1[CH:4]=[C:5]([CH:19]=[CH:20][C:21]=1[O:22][CH3:23])[C:6]1[C:15](=[O:16])[C:14]2[C:9](=[C:10]([CH3:18])[C:11]([OH:17])=[CH:12][CH:13]=2)[O:8][CH:7]=1.[C:24](O)(=[O:26])[CH3:25]. Product: [C:24]([O:17][C:11]1[C:10]([CH3:18])=[C:9]2[C:14]([C:15](=[O:16])[C:6]([C:5]3[CH:19]=[CH:20][C:21]([O:22][CH3:23])=[C:3]([O:2][CH3:1])[CH:4]=3)=[CH:7][O:8]2)=[CH:13][CH:12]=1)(=[O:26])[CH3:25]. The catalyst class is: 17. (6) Reactant: [CH2:1]([O:3][C:4]([C:6]1[CH:7]=[CH:8][C:9]([C:25]2[CH:30]=[CH:29][N:28]=[C:27]([NH:31][CH:32]3[CH2:37][CH2:36][CH2:35][CH2:34][CH2:33]3)[CH:26]=2)=[N:10][C:11]=1[N:12]1[CH2:17][CH2:16][N:15]([C:18]([O:20][C:21]([CH3:24])([CH3:23])[CH3:22])=[O:19])[CH2:14][CH2:13]1)=[O:5])C.N. Product: [CH3:1][O:3][C:4]([C:6]1[CH:7]=[CH:8][C:9]([C:25]2[CH:30]=[CH:29][N:28]=[C:27]([NH:31][CH:32]3[CH2:37][CH2:36][CH2:35][CH2:34][CH2:33]3)[CH:26]=2)=[N:10][C:11]=1[N:12]1[CH2:13][CH2:14][N:15]([C:18]([O:20][C:21]([CH3:24])([CH3:22])[CH3:23])=[O:19])[CH2:16][CH2:17]1)=[O:5]. The catalyst class is: 5.